From a dataset of Reaction yield outcomes from USPTO patents with 853,638 reactions. Predict the reaction yield, written as a fraction of the theoretical maximum amount of product (1.0 means a 100% yield; for example, 0.34 means a 34% yield). The reactants are Cl.[Cl:2][C:3]1[CH:8]=[CH:7][C:6](N)=[CH:5][C:4]=1[C:10]([F:13])([F:12])[F:11].N([O-])=O.[Na+].O(CC)C([S-])=[S:20].[K+]. The catalyst is O. The product is [Cl:2][C:3]1[CH:8]=[CH:7][C:6]([SH:20])=[CH:5][C:4]=1[C:10]([F:13])([F:12])[F:11]. The yield is 0.750.